From a dataset of Full USPTO retrosynthesis dataset with 1.9M reactions from patents (1976-2016). Predict the reactants needed to synthesize the given product. Given the product [F:15][C:12]1[CH:11]=[C:10]([C@H:16]2[NH:21][C@@H:20]([CH2:22][OH:23])[CH2:19][CH2:18][CH2:17]2)[CH:9]=[C:8]([F:7])[C:13]=1[F:14], predict the reactants needed to synthesize it. The reactants are: [H-].[H-].[H-].[H-].[Li+].[Al+3].[F:7][C:8]1[CH:9]=[C:10]([C@H:16]2[NH:21][C@@H:20]([C:22](OC)=[O:23])[CH2:19][CH2:18][CH2:17]2)[CH:11]=[C:12]([F:15])[C:13]=1[F:14].O.[OH-].[Na+].